This data is from Catalyst prediction with 721,799 reactions and 888 catalyst types from USPTO. The task is: Predict which catalyst facilitates the given reaction. (1) Reactant: [CH3:1][C:2]1[C:11]2[O:10][CH2:9][C:8](=[O:12])[NH:7][C:6]=2[CH:5]=[C:4]([C:13](=[CH:16][C:17]2[CH:22]=[CH:21][CH:20]=[CH:19][CH:18]=2)[CH:14]=O)[CH:3]=1.[NH2:23][C:24]([NH2:26])=[S:25].Cl. Product: [NH2:26][C:24]1[S:25][CH:16]([C:17]2[CH:22]=[CH:21][CH:20]=[CH:19][CH:18]=2)[C:13]([C:4]2[CH:3]=[C:2]([CH3:1])[C:11]3[O:10][CH2:9][C:8](=[O:12])[NH:7][C:6]=3[CH:5]=2)=[CH:14][N:23]=1. The catalyst class is: 1. (2) Reactant: [S].[BH4-].[Na+].[CH2:4]([O:7][C:8]1[CH:9]=[C:10]([N:18]([CH3:20])[CH3:19])[CH:11]=[C:12]([F:17])[C:13]=1[N+:14]([O-])=O)[CH:5]=[CH2:6].C(N(CC)C(C)C)(C)C.[Cl:30][C:31]1[N:36]=[C:35](Cl)[C:34]([Cl:38])=[CH:33][N:32]=1. Product: [CH2:4]([O:7][C:8]1[CH:9]=[C:10]([N:18]([CH3:20])[CH3:19])[CH:11]=[C:12]([F:17])[C:13]=1[NH:14][C:33]1[C:34]([Cl:38])=[CH:35][N:36]=[C:31]([Cl:30])[N:32]=1)[CH:5]=[CH2:6]. The catalyst class is: 365. (3) The catalyst class is: 14. Product: [CH3:12][O:11][C:8]1[CH:9]=[CH:10][C:5]([C:3]2[N:14]=[C:15]([NH2:17])[S:16][C:2]=2[CH3:13])=[CH:6][CH:7]=1. Reactant: Br[CH:2]([CH3:13])[C:3]([C:5]1[CH:10]=[CH:9][C:8]([O:11][CH3:12])=[CH:7][CH:6]=1)=O.[NH2:14][C:15]([NH2:17])=[S:16].